This data is from Forward reaction prediction with 1.9M reactions from USPTO patents (1976-2016). The task is: Predict the product of the given reaction. (1) Given the reactants [NH2:1][C:2]1[CH:3]=[C:4]([CH:8]=[CH:9][C:10]=1[CH3:11])[C:5]([OH:7])=[O:6].[Br:12]N1C(=O)CCC1=O, predict the reaction product. The product is: [NH2:1][C:2]1[CH:3]=[C:4]([C:8]([Br:12])=[CH:9][C:10]=1[CH3:11])[C:5]([OH:7])=[O:6]. (2) Given the reactants [Cl:1][C:2]1[CH:3]=[C:4]([CH:33]=[C:34]([C:36]([F:39])([F:38])[F:37])[CH:35]=1)[C:5]([N:7]([CH2:9][C@H:10]([C:26]1[CH:31]=[CH:30][C:29]([F:32])=[CH:28][CH:27]=1)[CH2:11][CH2:12][N:13]1[CH2:16][CH:15]([N:17]2[CH2:22][CH2:21][N:20]([C:23](=[O:25])[CH3:24])[CH2:19][CH2:18]2)[CH2:14]1)[CH3:8])=[O:6].[CH2:40](N(CC)CC)C.N1CC(N2CCN3C(=O)CC[C@@H]3C2)C1.O, predict the reaction product. The product is: [Cl:1][C:2]1[CH:3]=[C:4]([CH:33]=[C:34]([C:36]([F:37])([F:38])[F:39])[CH:35]=1)[C:5]([N:7]([CH2:9][C@H:10]([C:26]1[CH:31]=[CH:30][C:29]([F:32])=[CH:28][CH:27]=1)[CH2:11][CH2:12][N:13]1[CH2:16][CH:15]([N:17]2[CH2:18][CH2:19][N:20]3[C:23](=[O:25])[CH2:24][CH2:40][C@@H:21]3[CH2:22]2)[CH2:14]1)[CH3:8])=[O:6]. (3) Given the reactants [Cl:1][C:2]1[C:3]([CH2:15][C:16]#[N:17])=[C:4]([CH:8]=[C:9]([O:13][CH3:14])[C:10]=1[O:11][CH3:12])[C:5](O)=[O:6].[NH2:18][C:19]1[CH:23]=[C:22]([CH3:24])[NH:21][N:20]=1, predict the reaction product. The product is: [Cl:1][C:2]1[C:10]([O:11][CH3:12])=[C:9]([O:13][CH3:14])[CH:8]=[C:4]2[C:3]=1[CH:15]=[C:16]([NH:18][C:19]1[CH:23]=[C:22]([CH3:24])[NH:21][N:20]=1)[N:17]=[C:5]2[OH:6].